This data is from Catalyst prediction with 721,799 reactions and 888 catalyst types from USPTO. The task is: Predict which catalyst facilitates the given reaction. (1) Reactant: [C:1]([C:3]1[CH:4]=[C:5]([C:11]2[CH:16]=[CH:15][N:14]=[C:13]([NH:17][C:18]3[CH:19]=[C:20]([CH:24]=[C:25]([O:27][CH3:28])[CH:26]=3)[C:21](O)=[O:22])[N:12]=2)[CH:6]=[CH:7][C:8]=1[O:9][CH3:10])#[N:2].CCN(CC)CC.ClC(OCC)=O.[CH:42]1([NH2:47])[CH2:46][CH2:45][CH2:44][CH2:43]1. Product: [C:1]([C:3]1[CH:4]=[C:5]([C:11]2[CH:16]=[CH:15][N:14]=[C:13]([NH:17][C:18]3[CH:19]=[C:20]([CH:24]=[C:25]([O:27][CH3:28])[CH:26]=3)[C:21]([NH:47][CH:42]3[CH2:46][CH2:45][CH2:44][CH2:43]3)=[O:22])[N:12]=2)[CH:6]=[CH:7][C:8]=1[O:9][CH3:10])#[N:2]. The catalyst class is: 118. (2) Reactant: [NH2:1][C:2]1[S:3][CH:4]=[C:5]([C:7]2([C:13]3[CH:18]=[CH:17][CH:16]=[CH:15][CH:14]=3)[CH2:12][CH2:11][NH:10][CH2:9][CH2:8]2)[N:6]=1.[ClH:19].C(N(C1(C2C=CC=CC=2)CCN([CH2:31][CH2:32][CH2:33][C:34]2([C:49]3[CH:54]=[CH:53][C:52]([Cl:55])=[C:51]([Cl:56])[CH:50]=3)[CH2:40][CH2:39][CH2:38][CH2:37][N:36]([C:41](=[O:48])[C:42]3[CH:47]=[CH:46][CH:45]=[CH:44][CH:43]=3)[CH2:35]2)CC1)C)(=O)C.C([O-])([O-])=O.[K+].[K+]. Product: [ClH:55].[ClH:19].[NH2:1][C:2]1[S:3][CH:4]=[C:5]([C:7]2([C:13]3[CH:18]=[CH:17][CH:16]=[CH:15][CH:14]=3)[CH2:8][CH2:9][N:10]([CH2:31][CH2:32][CH2:33][C:34]3([C:49]4[CH:54]=[CH:53][C:52]([Cl:55])=[C:51]([Cl:56])[CH:50]=4)[CH2:40][CH2:39][CH2:38][CH2:37][N:36]([C:41](=[O:48])[C:42]4[CH:47]=[CH:46][CH:45]=[CH:44][CH:43]=4)[CH2:35]3)[CH2:11][CH2:12]2)[N:6]=1. The catalyst class is: 618. (3) Reactant: [H-].[Na+].[CH3:3][C:4]1[CH:9]=[C:8]([C:10]2[CH:11]=[N:12][NH:13][CH:14]=2)[N:7]=[C:6]([NH:15][C:16]2[CH:21]=[C:20]([C:22]([F:25])([F:24])[F:23])[CH:19]=[CH:18][N:17]=2)[CH:5]=1.Cl[CH2:27][C:28]1([CH2:31]C)[CH2:30][O:29]1.O. Product: [CH3:3][C:4]1[CH:9]=[C:8]([C:10]2[CH:11]=[N:12][N:13]([CH2:27][C:28]3([CH3:31])[CH2:30][O:29]3)[CH:14]=2)[N:7]=[C:6]([NH:15][C:16]2[CH:21]=[C:20]([C:22]([F:25])([F:23])[F:24])[CH:19]=[CH:18][N:17]=2)[CH:5]=1. The catalyst class is: 3. (4) Reactant: Cl[CH2:2][C:3]1[O:4][C:5]([C:14]2[CH:19]=[CH:18][C:17]([S:20]([NH2:23])(=[O:22])=[O:21])=[CH:16][CH:15]=2)=[C:6]([C:8]2[CH:13]=[CH:12][CH:11]=[CH:10][CH:9]=2)[N:7]=1.C(=O)([O-])[O-].[K+].[K+].CN(C)C=O.[F:35][C:36]1[CH:37]=[C:38]([OH:50])[CH:39]=[C:40]([C:42]2([O:48][CH3:49])[CH2:47][CH2:46][O:45][CH2:44][CH2:43]2)[CH:41]=1. Product: [F:35][C:36]1[CH:37]=[C:38]([CH:39]=[C:40]([C:42]2([O:48][CH3:49])[CH2:43][CH2:44][O:45][CH2:46][CH2:47]2)[CH:41]=1)[O:50][CH2:2][C:3]1[O:4][C:5]([C:14]2[CH:19]=[CH:18][C:17]([S:20]([NH2:23])(=[O:22])=[O:21])=[CH:16][CH:15]=2)=[C:6]([C:8]2[CH:13]=[CH:12][CH:11]=[CH:10][CH:9]=2)[N:7]=1. The catalyst class is: 6. (5) Reactant: N(C(OCC)=O)=NC(OCC)=O.[NH2:13][C:14]1[N:19]=[C:18]([CH:20]2[CH2:25][CH2:24][CH2:23][N:22]([C:26]([O:28][C:29]([CH3:32])([CH3:31])[CH3:30])=[O:27])[CH2:21]2)[CH:17]=[C:16]([C:33]2[C:38]([OH:39])=[CH:37][CH:36]=[CH:35][C:34]=2[OH:40])[N:15]=1.CC1(C)[O:46][CH:45]([CH2:47]O)[CH2:44][O:43]1.C1(P(C2C=CC=CC=2)C2C=CC=CC=2)C=CC=CC=1. Product: [NH2:13][C:14]1[N:19]=[C:18]([CH:20]2[CH2:25][CH2:24][CH2:23][N:22]([C:26]([O:28][C:29]([CH3:32])([CH3:30])[CH3:31])=[O:27])[CH2:21]2)[CH:17]=[C:16]([C:33]2[C:34]([OH:40])=[CH:35][CH:36]=[CH:37][C:38]=2[O:39][CH2:47][CH:45]([OH:46])[CH2:44][OH:43])[N:15]=1. The catalyst class is: 182. (6) Reactant: [CH3:1][O:2][C:3]([C:5]1[CH:6]=[N:7][C:8](SC)=[N:9][CH:10]=1)=[O:4].[CH:13]1C=C(Cl)C=C(C(OO)=O)C=1.[O-:24][S:25]([O-:28])(=S)=O.[Na+].[Na+]. Product: [CH3:1][O:2][C:3]([C:5]1[CH:10]=[N:9][C:8]([S:25]([CH3:13])(=[O:28])=[O:24])=[N:7][CH:6]=1)=[O:4]. The catalyst class is: 34. (7) Reactant: Br[C:2]1[CH:7]=[CH:6][CH:5]=[C:4]([Br:8])[CH:3]=1.[NH:9]1[CH2:14][CH2:13][S:12](=[O:16])(=[O:15])[CH2:11][CH2:10]1.C1C=CC(P(C2C(C3C(P(C4C=CC=CC=4)C4C=CC=CC=4)=CC=C4C=3C=CC=C4)=C3C(C=CC=C3)=CC=2)C2C=CC=CC=2)=CC=1.CC([O-])(C)C.[Na+]. Product: [Br:8][C:4]1[CH:3]=[C:2]([N:9]2[CH2:14][CH2:13][S:12](=[O:16])(=[O:15])[CH2:11][CH2:10]2)[CH:7]=[CH:6][CH:5]=1. The catalyst class is: 835.